Dataset: Peptide-MHC class II binding affinity with 134,281 pairs from IEDB. Task: Regression. Given a peptide amino acid sequence and an MHC pseudo amino acid sequence, predict their binding affinity value. This is MHC class II binding data. The peptide sequence is SQDLELSWNLNGPQAY. The MHC is DRB1_1302 with pseudo-sequence DRB1_1302. The binding affinity (normalized) is 0.612.